From a dataset of Full USPTO retrosynthesis dataset with 1.9M reactions from patents (1976-2016). Predict the reactants needed to synthesize the given product. (1) Given the product [ClH:19].[NH2:13][C:12]1[C:11]2[CH:10]=[C:9]([CH3:14])[S:8][C:7]=2[NH:6][C:5]2[CH:15]=[CH:16][CH:17]=[CH:18][C:4]=2[N:1]=1, predict the reactants needed to synthesize it. The reactants are: [N+:1]([C:4]1[CH:18]=[CH:17][CH:16]=[CH:15][C:5]=1[NH:6][C:7]1[S:8][C:9]([CH3:14])=[CH:10][C:11]=1[C:12]#[N:13])([O-])=O.[ClH:19]. (2) Given the product [CH:17]1([N:16]2[C:11]3[C:10](=[O:24])[NH:9][C:8]([C:5]4[CH:6]=[CH:7][C:2]([NH:32][CH2:31][CH2:30][O:29][CH3:28])=[CH:3][C:4]=4[O:25][CH2:26][CH3:27])=[N:13][C:12]=3[C:14]([CH3:23])=[N:15]2)[CH2:22][CH2:21][CH2:20][CH2:19][CH2:18]1, predict the reactants needed to synthesize it. The reactants are: Br[C:2]1[CH:7]=[CH:6][C:5]([C:8]2[NH:9][C:10](=[O:24])[C:11]3[N:16]([CH:17]4[CH2:22][CH2:21][CH2:20][CH2:19][CH2:18]4)[N:15]=[C:14]([CH3:23])[C:12]=3[N:13]=2)=[C:4]([O:25][CH2:26][CH3:27])[CH:3]=1.[CH3:28][O:29][CH2:30][CH2:31][NH2:32]. (3) Given the product [CH3:11][C:5]([CH2:1][CH2:2][CH:3]=[CH2:4])([CH:6]1[CH:7]=[CH:8][CH:9]=[CH:10]1)[C:33]1[C:32]2[CH2:24][C:25]3[C:30](=[CH:29][CH:28]=[C:27]([C:34]([CH3:35])([CH3:36])[CH3:37])[CH:26]=3)[C:31]=2[CH:23]=[CH:22][C:21]=1[C:17]([CH3:19])([CH3:18])[CH3:20], predict the reactants needed to synthesize it. The reactants are: [CH:1]([C:5]([CH3:11])=[C:6]1[CH:10]=[CH:9][CH:8]=[CH:7]1)=[CH:2][CH2:3][CH3:4].CCOCC.[C:17]([C:21]1[CH:33]=[CH:32][C:31]2[C:30]3[C:25](=[CH:26][C:27]([C:34]([CH3:37])([CH3:36])[CH3:35])=[CH:28][CH:29]=3)[CH2:24][C:23]=2[C:22]=1[Li])([CH3:20])([CH3:19])[CH3:18].C1C(=C)C=CC=1. (4) Given the product [C:23]([C:20]1[CH:21]=[CH:22][C:17]([CH2:16][NH:15][C:14]([CH:11]([O:12][CH3:13])[C:6]2[C:5]([F:26])=[C:4]([CH:9]=[CH:8][C:7]=2[F:10])[C:3]([OH:27])=[O:2])=[O:25])=[CH:18][CH:19]=1)#[N:24], predict the reactants needed to synthesize it. The reactants are: C[O:2][C:3](=[O:27])[C:4]1[CH:9]=[CH:8][C:7]([F:10])=[C:6]([CH:11]([C:14](=[O:25])[NH:15][CH2:16][C:17]2[CH:22]=[CH:21][C:20]([C:23]#[N:24])=[CH:19][CH:18]=2)[O:12][CH3:13])[C:5]=1[F:26].O[Li].O. (5) Given the product [C:1]([O:4][CH2:5][CH2:6][N:7]1[C:19]2[C:18]3[CH:17]=[CH:16][CH:15]=[CH:14][C:13]=3[N:12]=[C:11]([NH:20][C:21](=[O:22])[O:23][CH2:24][C:25]3[CH:30]=[CH:29][CH:28]=[CH:27][CH:26]=3)[C:10]=2[N:9]=[CH:8]1)#[C:2][CH3:3], predict the reactants needed to synthesize it. The reactants are: [CH2:1]([O:4][CH2:5][CH2:6][N:7]1[C:19]2[C:18]3[CH:17]=[CH:16][CH:15]=[CH:14][C:13]=3[N:12]=[C:11]([NH2:20])[C:10]=2[N:9]=[CH:8]1)[C:2]#[CH:3].[C:21](O[C:21]([O:23][CH2:24][C:25]1[CH:30]=[CH:29][CH:28]=[CH:27][CH:26]=1)=[O:22])([O:23][CH2:24][C:25]1[CH:30]=[CH:29][CH:28]=[CH:27][CH:26]=1)=[O:22].C(N(CC)CC)C.CN(C)C=O. (6) The reactants are: [CH3:1][O:2][C:3]1[N:8]=[CH:7][C:6]([CH:9]=O)=[CH:5][CH:4]=1.C(C=P([C:30]1[CH:35]=CC=CC=1)(C1C=CC=CC=1)C1C=CC=CC=1)(OCC)=O.[OH-].[Na+].[H-].[H-].[H-].[H-].[Li+].[Al+3].[Br-].[Br:45]N1C(=O)CCC1=O.C1C=CC(P(C2C=CC=CC=2)C2C=CC=CC=2)=CC=1. Given the product [Br:45][CH2:35][CH2:30][CH2:9][C:6]1[CH:5]=[CH:4][C:3]([O:2][CH3:1])=[N:8][CH:7]=1, predict the reactants needed to synthesize it.